This data is from Full USPTO retrosynthesis dataset with 1.9M reactions from patents (1976-2016). The task is: Predict the reactants needed to synthesize the given product. Given the product [Cl:1][C:2]1[CH:3]=[CH:4][C:5]([O:6][C:7]2[CH:8]=[CH:9][C:10]([N:13]3[CH:17]([C:18]4[CH:23]=[CH:22][CH:21]=[C:20]([C:24]([F:27])([F:26])[F:25])[CH:19]=4)[CH2:16][N:15]([CH2:28][C:29]([OH:31])=[O:30])[C:14]3=[O:34])=[CH:11][CH:12]=2)=[CH:35][CH:36]=1, predict the reactants needed to synthesize it. The reactants are: [Cl:1][C:2]1[CH:36]=[CH:35][C:5]([O:6][C:7]2[CH:12]=[CH:11][C:10]([N:13]3[CH:17]([C:18]4[CH:23]=[CH:22][CH:21]=[C:20]([C:24]([F:27])([F:26])[F:25])[CH:19]=4)[CH2:16][N:15]([CH2:28][C:29]([O:31]CC)=[O:30])[C:14]3=[O:34])=[CH:9][CH:8]=2)=[CH:4][CH:3]=1.[OH-].[Na+].